This data is from Full USPTO retrosynthesis dataset with 1.9M reactions from patents (1976-2016). The task is: Predict the reactants needed to synthesize the given product. (1) Given the product [Br:1][C:2]1[CH:23]=[N:22][C:5]2[NH:6][CH2:7][CH2:8][CH2:9][N:10]([CH2:11][C:12]3[C:17]([F:18])=[CH:16][CH:15]=[C:14]([F:19])[C:13]=3[Cl:20])[C:4]=2[N:3]=1, predict the reactants needed to synthesize it. The reactants are: [Br:1][C:2]1[CH:23]=[N:22][C:5]2[NH:6][CH2:7][CH2:8][C:9](=O)[N:10]([CH2:11][C:12]3[C:17]([F:18])=[CH:16][CH:15]=[C:14]([F:19])[C:13]=3[Cl:20])[C:4]=2[N:3]=1.S(C)C. (2) Given the product [NH:8]1[CH2:11][CH:10]([C:12]2[CH:34]=[CH:33][C:15]3[C:16]4[N:17]=[C:18]([C:24]5[N:25]([CH:30]([CH3:32])[CH3:31])[N:26]=[C:27]([CH3:29])[N:28]=5)[S:19][C:20]=4[CH2:21][CH2:22][O:23][C:14]=3[CH:13]=2)[CH2:9]1, predict the reactants needed to synthesize it. The reactants are: C(OC([N:8]1[CH2:11][CH:10]([C:12]2[CH:34]=[CH:33][C:15]3[C:16]4[N:17]=[C:18]([C:24]5[N:25]([CH:30]([CH3:32])[CH3:31])[N:26]=[C:27]([CH3:29])[N:28]=5)[S:19][C:20]=4[CH2:21][CH2:22][O:23][C:14]=3[CH:13]=2)[CH2:9]1)=O)(C)(C)C.FC(F)(F)C(O)=O.O.C(OCC)(=O)C.